From a dataset of Forward reaction prediction with 1.9M reactions from USPTO patents (1976-2016). Predict the product of the given reaction. (1) Given the reactants C1C(=O)N([Br:8])C(=O)C1.C(OOC(=O)C1C=CC=CC=1)(=O)C1C=CC=CC=1.[F:27][C:28]1[CH:33]=[C:32]([C:34]#[N:35])[CH:31]=[CH:30][C:29]=1[CH3:36], predict the reaction product. The product is: [F:27][C:28]1[CH:33]=[C:32]([CH:31]=[CH:30][C:29]=1[CH2:36][Br:8])[C:34]#[N:35]. (2) Given the reactants [O:1]1[CH2:6][CH2:5][N:4]([C:7]2[C:8]([CH2:13]O)=[N:9][CH:10]=[CH:11][CH:12]=2)[CH2:3][CH2:2]1.CC1C=CC(S([Cl:25])(=O)=O)=CC=1.[NH4+].[Cl-], predict the reaction product. The product is: [Cl:25][CH2:13][C:8]1[C:7]([N:4]2[CH2:5][CH2:6][O:1][CH2:2][CH2:3]2)=[CH:12][CH:11]=[CH:10][N:9]=1. (3) The product is: [Cl:1][C:2]1[CH:3]=[CH:4][C:5]([C:28]([F:30])([F:29])[F:31])=[C:6]([CH:27]=1)[CH2:7][N:8]1[CH2:13][CH2:12][NH:11][C:10]2[N:14]=[CH:15][C:16]([C:18]3[CH:19]=[C:20]([CH:24]=[CH:25][CH:26]=3)[C:21]([NH:32][CH:33]3[CH2:38][CH2:37][N:36]([CH3:39])[CH2:35][CH2:34]3)=[O:23])=[CH:17][C:9]1=2. Given the reactants [Cl:1][C:2]1[CH:3]=[CH:4][C:5]([C:28]([F:31])([F:30])[F:29])=[C:6]([CH:27]=1)[CH2:7][N:8]1[CH2:13][CH2:12][NH:11][C:10]2[N:14]=[CH:15][C:16]([C:18]3[CH:19]=[C:20]([CH:24]=[CH:25][CH:26]=3)[C:21]([OH:23])=O)=[CH:17][C:9]1=2.[NH2:32][CH:33]1[CH2:38][CH2:37][N:36]([CH3:39])[CH2:35][CH2:34]1, predict the reaction product. (4) Given the reactants Br[C:2]1[C:11]2[C:6](=[CH:7][CH:8]=[CH:9][CH:10]=2)[C:5](=[O:12])[O:4][C:3]=1[CH:13]([OH:15])[CH3:14].[O:16]1[CH2:21][CH:20]=[C:19](B2OC(C)(C)C(C)(C)O2)[CH2:18][CH2:17]1.C([O-])([O-])=O.[Cs+].[Cs+], predict the reaction product. The product is: [O:16]1[CH2:17][CH:18]=[C:19]([C:2]2[C:11]3[C:6](=[CH:7][CH:8]=[CH:9][CH:10]=3)[C:5](=[O:12])[O:4][C:3]=2[CH:13]([OH:15])[CH3:14])[CH2:20][CH2:21]1. (5) Given the reactants [CH2:1]([O:3][C:4]([C:6]1[NH:7][C:8]([CH3:21])=[C:9]([C:12]2[CH:17]=[CH:16][C:15]([C:18]([OH:20])=O)=[CH:14][CH:13]=2)[C:10]=1[CH3:11])=[O:5])[CH3:2].C(Cl)(=O)C(Cl)=O.[Br:28][C:29]1[CH:34]=[CH:33][C:32]([NH2:35])=[CH:31][CH:30]=1.C(=O)(O)[O-].[Na+], predict the reaction product. The product is: [CH2:1]([O:3][C:4]([C:6]1[NH:7][C:8]([CH3:21])=[C:9]([C:12]2[CH:13]=[CH:14][C:15]([C:18](=[O:20])[NH:35][C:32]3[CH:33]=[CH:34][C:29]([Br:28])=[CH:30][CH:31]=3)=[CH:16][CH:17]=2)[C:10]=1[CH3:11])=[O:5])[CH3:2]. (6) Given the reactants [CH3:1][O:2][C:3]1[CH:4]=[C:5]2[C:10](=[CH:11][C:12]=1[O:13][CH3:14])[N:9]=[CH:8][CH:7]=[C:6]2[O:15][C:16]1[CH:22]=[CH:21][C:19]([NH2:20])=[CH:18][C:17]=1[F:23].C(N(CC)CC)C.ClC(Cl)(O[C:35](=[O:41])OC(Cl)(Cl)Cl)Cl.[F:43][C:44]1[CH:49]=[CH:48][C:47]([C@H:50]([NH2:52])[CH3:51])=[CH:46][CH:45]=1, predict the reaction product. The product is: [CH3:1][O:2][C:3]1[CH:4]=[C:5]2[C:10](=[CH:11][C:12]=1[O:13][CH3:14])[N:9]=[CH:8][CH:7]=[C:6]2[O:15][C:16]1[CH:22]=[CH:21][C:19]([NH:20][C:35]([NH:52][C@@H:50]([C:47]2[CH:48]=[CH:49][C:44]([F:43])=[CH:45][CH:46]=2)[CH3:51])=[O:41])=[CH:18][C:17]=1[F:23]. (7) Given the reactants [F:1][C:2]1([F:32])[CH2:7][CH2:6][N:5]([C:8]([C:10]2[NH:11][C:12]3[C:17]([CH:18]=2)=[CH:16][C:15]([C:19]([N:21]2[CH2:26][CH2:25][CH:24]([N:27]4[CH2:31][CH2:30][CH2:29][CH2:28]4)[CH2:23][CH2:22]2)=[O:20])=[CH:14][CH:13]=3)=[O:9])[CH2:4][CH2:3]1.[H-].[Na+].Br[CH:36]([CH3:38])[CH3:37], predict the reaction product. The product is: [F:32][C:2]1([F:1])[CH2:7][CH2:6][N:5]([C:8]([C:10]2[N:11]([CH:36]([CH3:38])[CH3:37])[C:12]3[C:17]([CH:18]=2)=[CH:16][C:15]([C:19]([N:21]2[CH2:22][CH2:23][CH:24]([N:27]4[CH2:31][CH2:30][CH2:29][CH2:28]4)[CH2:25][CH2:26]2)=[O:20])=[CH:14][CH:13]=3)=[O:9])[CH2:4][CH2:3]1. (8) Given the reactants [N+:1]([C:4]1[N:8]=[C:7]([N+:9]([O-:11])=[O:10])[NH:6][N:5]=1)([O-:3])=[O:2].[BH4-:12].[Na+:13].[H][H], predict the reaction product. The product is: [N+:1]([C:4]1[N:8]=[C:7]([N+:9]([O-:11])=[O:10])[N:6]([B-:12]([N:5]2[C:4]([N+:1]([O-:3])=[O:2])=[N:8][C:7]([N+:9]([O-:11])=[O:10])=[N:6]2)([N:5]2[C:4]([N+:1]([O-:3])=[O:2])=[N:8][C:7]([N+:9]([O-:11])=[O:10])=[N:6]2)[N:5]2[C:4]([N+:1]([O-:3])=[O:2])=[N:8][C:7]([N+:9]([O-:11])=[O:10])=[N:6]2)[N:5]=1)([O-:3])=[O:2].[Na+:13]. (9) Given the reactants [CH3:1][S:2]([C:5]1[CH:6]=[C:7]([C:11]2[CH:16]=[CH:15][C:14]([N:17]3[CH:21]=[C:20]([C@H:22]4[CH2:26][CH2:25][CH2:24][NH:23]4)[N:19]=[C:18]3[C:27]3[CH:32]=[CH:31][CH:30]=[CH:29][C:28]=3[C:33]([F:36])([F:35])[F:34])=[CH:13][CH:12]=2)[CH:8]=[CH:9][CH:10]=1)(=[O:4])=[O:3].C=O.[C:39]([BH3-])#N.[Na+], predict the reaction product. The product is: [CH3:39][N:23]1[CH2:24][CH2:25][CH2:26][C@@H:22]1[C:20]1[N:19]=[C:18]([C:27]2[CH:32]=[CH:31][CH:30]=[CH:29][C:28]=2[C:33]([F:36])([F:34])[F:35])[N:17]([C:14]2[CH:15]=[CH:16][C:11]([C:7]3[CH:8]=[CH:9][CH:10]=[C:5]([S:2]([CH3:1])(=[O:4])=[O:3])[CH:6]=3)=[CH:12][CH:13]=2)[CH:21]=1. (10) Given the reactants [Si:1]([O:18][CH2:19][C:20]1[C:21]([O:33][CH2:34][CH:35]2[CH2:37][CH2:36]2)=[CH:22][C:23]([O:29]COC)=[C:24]([C:26](=[O:28])[CH3:27])[CH:25]=1)([C:14]([CH3:17])([CH3:16])[CH3:15])([C:8]1[CH:13]=[CH:12][CH:11]=[CH:10][CH:9]=1)[C:2]1[CH:7]=[CH:6][CH:5]=[CH:4][CH:3]=1.Cl, predict the reaction product. The product is: [Si:1]([O:18][CH2:19][C:20]1[C:21]([O:33][CH2:34][CH:35]2[CH2:37][CH2:36]2)=[CH:22][C:23]([OH:29])=[C:24]([C:26](=[O:28])[CH3:27])[CH:25]=1)([C:14]([CH3:17])([CH3:16])[CH3:15])([C:8]1[CH:9]=[CH:10][CH:11]=[CH:12][CH:13]=1)[C:2]1[CH:7]=[CH:6][CH:5]=[CH:4][CH:3]=1.